Predict which catalyst facilitates the given reaction. From a dataset of Catalyst prediction with 721,799 reactions and 888 catalyst types from USPTO. (1) Product: [Br:1][C:2]1[CH:9]=[CH:8][C:5]([C:6]#[N:7])=[C:4]([CH2:10][Br:11])[CH:3]=1. The catalyst class is: 53. Reactant: [Br:1][C:2]1[CH:9]=[CH:8][C:5]([C:6]#[N:7])=[C:4]([CH3:10])[CH:3]=1.[Br:11]NC(=O)CCC(N)=O.C(OOC(=O)C1C=CC=CC=1)(=O)C1C=CC=CC=1. (2) Reactant: [H-].[Na+].[C:3]([O:10][CH2:11][CH3:12])(=[O:9])[C:4]([O:6]CC)=O.[N:13]1[CH:18]=[CH:17][CH:16]=[C:15]([C:19](=[O:21])[CH3:20])[CH:14]=1. Product: [CH2:11]([O:10][C:3](=[O:9])[C:4](=[O:6])[CH2:20][C:19](=[O:21])[C:15]1[CH:14]=[N:13][CH:18]=[CH:17][CH:16]=1)[CH3:12]. The catalyst class is: 1. (3) Reactant: [H-].[Na+].[OH:3][NH:4][C:5](=[NH:7])[CH3:6].[Cl:8][C:9]1[CH:14]=[CH:13][C:12]([S:15]([N:18]2[CH:27]3[CH2:28][CH:29]([C:31](OCC)=O)[CH2:30][CH:19]2[CH2:20][C:21]2([CH2:26]3)[O:25][CH2:24][CH2:23][O:22]2)(=[O:17])=[O:16])=[CH:11][CH:10]=1. Product: [Cl:8][C:9]1[CH:14]=[CH:13][C:12]([S:15]([N:18]2[CH:27]3[CH2:28][CH:29]([C:31]4[O:3][N:4]=[C:5]([CH3:6])[N:7]=4)[CH2:30][CH:19]2[CH2:20][C:21]2([CH2:26]3)[O:25][CH2:24][CH2:23][O:22]2)(=[O:16])=[O:17])=[CH:11][CH:10]=1. The catalyst class is: 49. (4) Reactant: [CH2:1]([O:8][C:9](=[O:29])[C@H:10]([CH2:19][C:20]1[C:28]2[C:23](=[CH:24][CH:25]=[CH:26][CH:27]=2)[NH:22][CH:21]=1)[NH:11][C:12]([O:14][C:15]([CH3:18])([CH3:17])[CH3:16])=[O:13])[C:2]1[CH:7]=[CH:6][CH:5]=[CH:4][CH:3]=1.I[CH2:31][CH3:32].C(=O)([O-])[O-].[Cs+].[Cs+]. Product: [CH2:1]([O:8][C:9](=[O:29])[C@@H:10]([NH:11][C:12]([O:14][C:15]([CH3:16])([CH3:18])[CH3:17])=[O:13])[CH2:19][C:20]1[C:28]2[C:23](=[CH:24][CH:25]=[CH:26][CH:27]=2)[N:22]([CH2:31][CH3:32])[CH:21]=1)[C:2]1[CH:7]=[CH:6][CH:5]=[CH:4][CH:3]=1. The catalyst class is: 21. (5) Reactant: [H-].[Al+3].[Li+].[H-].[H-].[H-].[CH3:7][C:8]1([CH3:18])[CH2:13][C:12]([CH3:15])([CH3:14])[C:11](=O)[NH:10][C:9]1=O.[OH-].[Na+].S([O-])([O-])(=O)=O.[Mg+2].[ClH:27].C(OCC)C. Product: [ClH:27].[CH3:7][C:8]1([CH3:18])[CH2:13][C:12]([CH3:15])([CH3:14])[CH2:11][NH:10][CH2:9]1. The catalyst class is: 132. (6) Reactant: [Cl-].[Al+3].[Cl-].[Cl-].[H-].[Al+3].[Li+].[H-].[H-].[H-].[Cl:11][C:12]1[CH:13]=[CH:14][C:15]2[O:26][C:25]3[CH:27]=[CH:28][CH:29]=[CH:30][C:24]=3[C@H:18]3[C:19](=O)[N:20]([CH3:22])[CH2:21][C@@H:17]3[C:16]=2[CH:31]=1.C(C(C(C([O-])=O)O)O)([O-])=O.[Na+].[Na+]. Product: [Cl:11][C:12]1[CH:13]=[CH:14][C:15]2[O:26][C:25]3[CH:27]=[CH:28][CH:29]=[CH:30][C:24]=3[C@H:18]3[CH2:19][N:20]([CH3:22])[CH2:21][C@@H:17]3[C:16]=2[CH:31]=1. The catalyst class is: 7. (7) Reactant: N(C(OCC)=O)=NC(OCC)=O.[OH:13][C:14]1[CH:23]=[C:22]2[C:17]([C:18](=[O:32])[N:19]([CH2:24][O:25][C:26](=[O:31])[C:27]([CH3:30])([CH3:29])[CH3:28])[CH:20]=[N:21]2)=[CH:16][C:15]=1[O:33][CH3:34].[Br:35][CH2:36][CH2:37][CH2:38]O.C1(P(C2C=CC=CC=2)C2C=CC=CC=2)C=CC=CC=1. Product: [Br:35][CH2:36][CH2:37][CH2:38][O:13][C:14]1[CH:23]=[C:22]2[C:17]([C:18](=[O:32])[N:19]([CH2:24][O:25][C:26](=[O:31])[C:27]([CH3:28])([CH3:29])[CH3:30])[CH:20]=[N:21]2)=[CH:16][C:15]=1[O:33][CH3:34]. The catalyst class is: 2. (8) Product: [C:12]([O:11][C:9]([N:16]1[CH2:21][CH2:20][C:19](=[N:8][O:7][CH:4]2[CH2:5][CH2:6][NH:1][CH2:2][CH2:3]2)[CH2:18][CH2:17]1)=[O:10])([CH3:15])([CH3:13])[CH3:14]. Reactant: [NH:1]1[CH2:6][CH2:5][CH:4]([O:7][NH2:8])[CH2:3][CH2:2]1.[C:9]([N:16]1[CH2:21][CH2:20][CH2:19][CH2:18][C:17]1=O)([O:11][C:12]([CH3:15])([CH3:14])[CH3:13])=[O:10]. The catalyst class is: 8.